Predict the product of the given reaction. From a dataset of Forward reaction prediction with 1.9M reactions from USPTO patents (1976-2016). (1) Given the reactants CC([N:5]([C@@H:9]1[CH2:13][CH2:12][N:11]([C:14]2[N:19]3[CH:20]=[C:21]([CH2:23][N:24]([CH3:35])[C@@H:25]4[C:34]5[N:33]=[CH:32][CH:31]=[CH:30][C:29]=5[CH2:28][CH2:27][CH2:26]4)[N:22]=[C:18]3[CH:17]=[CH:16][CH:15]=2)[CH2:10]1)C(=O)[O-])(C)C.FC(F)(F)C(O)=O, predict the reaction product. The product is: [NH2:5][C@@H:9]1[CH2:13][CH2:12][N:11]([C:14]2[N:19]3[CH:20]=[C:21]([CH2:23][N:24]([CH3:35])[C@@H:25]4[C:34]5[N:33]=[CH:32][CH:31]=[CH:30][C:29]=5[CH2:28][CH2:27][CH2:26]4)[N:22]=[C:18]3[CH:17]=[CH:16][CH:15]=2)[CH2:10]1. (2) Given the reactants [C:1]([O:5][C:6]([NH:8][C@H:9]([C:16]([OH:18])=O)[CH2:10][C:11]1[N:12]=[CH:13][S:14][CH:15]=1)=[O:7])([CH3:4])([CH3:3])[CH3:2].CCOC(C(C#N)=NOC(N1CCOCC1)=[N+](C)C)=O.F[P-](F)(F)(F)(F)F.Cl.[CH3:47][O:48][C:49]1[CH:50]=[C:51]([C:57]2[C@@H:66]3[C@@H:61]([CH2:62][CH2:63][CH2:64][CH2:65]3)[C:60](=[O:67])[N:59]([CH:68]3[CH2:73][CH2:72][NH:71][CH2:70][CH2:69]3)[N:58]=2)[CH:52]=[CH:53][C:54]=1[O:55][CH3:56].CCN(C(C)C)C(C)C.C(=O)(O)[O-].[Na+], predict the reaction product. The product is: [CH3:47][O:48][C:49]1[CH:50]=[C:51]([C:57]2[C@@H:66]3[C@@H:61]([CH2:62][CH2:63][CH2:64][CH2:65]3)[C:60](=[O:67])[N:59]([CH:68]3[CH2:69][CH2:70][N:71]([C:16](=[O:18])[C@@H:9]([NH:8][C:6](=[O:7])[O:5][C:1]([CH3:2])([CH3:3])[CH3:4])[CH2:10][C:11]4[N:12]=[CH:13][S:14][CH:15]=4)[CH2:72][CH2:73]3)[N:58]=2)[CH:52]=[CH:53][C:54]=1[O:55][CH3:56].